Dataset: Full USPTO retrosynthesis dataset with 1.9M reactions from patents (1976-2016). Task: Predict the reactants needed to synthesize the given product. Given the product [C:11]([C:15]1[N:20]=[C:19]([CH:21]=[O:24])[CH:18]=[CH:17][CH:16]=1)([CH3:14])([CH3:13])[CH3:12], predict the reactants needed to synthesize it. The reactants are: [H-].C([Al+]CC(C)C)C(C)C.[C:11]([C:15]1[N:20]=[C:19]([C:21]#N)[CH:18]=[CH:17][CH:16]=1)([CH3:14])([CH3:13])[CH3:12].Cl.[O:24]1CCCC1.